Task: Predict the product of the given reaction.. Dataset: Forward reaction prediction with 1.9M reactions from USPTO patents (1976-2016) Given the reactants [OH:1][C:2]1[CH:3]=[C:4]([CH:7]=[CH:8][CH:9]=1)[CH:5]=[O:6].[H-].[Na+].Br[CH2:13][CH:14]1[CH2:16][O:15]1, predict the reaction product. The product is: [O:15]1[CH2:16][CH:14]1[CH2:13][O:1][C:2]1[CH:3]=[C:4]([CH:7]=[CH:8][CH:9]=1)[CH:5]=[O:6].